This data is from Forward reaction prediction with 1.9M reactions from USPTO patents (1976-2016). The task is: Predict the product of the given reaction. (1) The product is: [C:36]([C:35]1[CH:34]=[CH:33][C:32]([C@H:30]2[C@@:29]3([C:28]4[C:23](=[CH:24][CH:25]=[CH:26][CH:27]=4)[N:22]([CH2:10][C:7]4[CH:6]=[CH:5][C:4]([C:3]([NH:19][S:16]([CH:13]5[CH2:15][CH2:14]5)(=[O:18])=[O:17])=[O:12])=[CH:9][CH:8]=4)[C:21]3=[O:20])[CH2:31]2)=[CH:39][CH:38]=1)#[N:37]. Given the reactants CO[C:3](=[O:12])[C:4]1[CH:9]=[CH:8][C:7]([CH2:10]Br)=[CH:6][CH:5]=1.[CH:13]1([S:16]([NH2:19])(=[O:18])=[O:17])[CH2:15][CH2:14]1.[O:20]=[C:21]1[C@:29]2([CH2:31][C@@H:30]2[C:32]2[CH:39]=[CH:38][C:35]([C:36]#[N:37])=[CH:34][CH:33]=2)[C:28]2[C:23](=[CH:24][CH:25]=[CH:26][CH:27]=2)[NH:22]1, predict the reaction product. (2) Given the reactants [O:1]=[P:2]12[O:13][P:11]3([O:14][P:4]([O:6][P:7]([O:10]3)([O:9]1)=[O:8])(=[O:5])[O:3]2)=[O:12].[CH3:15][N:16]1[C:20](=[O:21])[CH2:19][CH2:18][CH2:17]1, predict the reaction product. The product is: [O:5]=[P:4]12[O:3][P:2]3([O:9][P:7]([O:10][P:11]([O:13]3)([O:14]1)=[O:12])(=[O:8])[O:6]2)=[O:1].[CH3:15][N:16]1[C:20](=[O:21])[CH2:19][CH2:18][CH2:17]1. (3) Given the reactants IC.[Cl:3][C:4]1[N:9]=[C:8]([NH:10][C:11]2[CH:16]=[CH:15][C:14]([F:17])=[C:13]([Cl:18])[C:12]=2[F:19])[CH:7]=[CH:6][N:5]=1.[C:20]([O-])([O-])=O.[Cs+].[Cs+], predict the reaction product. The product is: [Cl:3][C:4]1[N:9]=[C:8]([N:10]([C:11]2[CH:16]=[CH:15][C:14]([F:17])=[C:13]([Cl:18])[C:12]=2[F:19])[CH3:20])[CH:7]=[CH:6][N:5]=1. (4) Given the reactants [N:1]1([C:7]([O:9][C:10]([CH3:13])([CH3:12])[CH3:11])=[O:8])[CH2:6][CH2:5][NH:4][CH2:3][CH2:2]1.[O:14]1[CH2:17][C:16](=O)[CH2:15]1.ClC1C=CC(C2C(C=O)=CC=CC=2)=CC=1, predict the reaction product. The product is: [O:14]1[CH2:17][CH:16]([N:4]2[CH2:3][CH2:2][C@@H:6]([NH:1][C:7](=[O:8])[O:9][C:10]([CH3:11])([CH3:12])[CH3:13])[CH2:5]2)[CH2:15]1. (5) Given the reactants [CH3:1][O:2][C:3]1[C:4]([NH:14][C:15](=[O:19])OCC)=[N:5][C:6]2[C:11]([N:12]=1)=[CH:10][C:9]([CH3:13])=[CH:8][CH:7]=2.[C:20]([C:23]1[CH:28]=[CH:27][C:26]([N:29]2[CH2:34][CH2:33][NH:32][CH2:31][CH2:30]2)=[CH:25][CH:24]=1)(=[O:22])[CH3:21], predict the reaction product. The product is: [CH3:1][O:2][C:3]1[C:4]([NH:14][C:15]([N:32]2[CH2:31][CH2:30][N:29]([C:26]3[CH:25]=[CH:24][C:23]([C:20](=[O:22])[CH3:21])=[CH:28][CH:27]=3)[CH2:34][CH2:33]2)=[O:19])=[N:5][C:6]2[C:11]([N:12]=1)=[CH:10][C:9]([CH3:13])=[CH:8][CH:7]=2.